From a dataset of Catalyst prediction with 721,799 reactions and 888 catalyst types from USPTO. Predict which catalyst facilitates the given reaction. Reactant: Cl.FC1C=C(C=CC=1)CN1C=C(C2C3C(=NC=C(C4C=CC(C5CCNCC5)=CC=4)C=3)N(S(C3C=CC(C)=CC=3)(=O)=O)C=2)C=N1.[F:46][C:47]1[CH:48]=[C:49]([CH:91]=[CH:92][CH:93]=1)[CH2:50][N:51]1[CH:55]=[C:54]([C:56]2[C:64]3[C:59](=[N:60][CH:61]=[C:62]([C:65]4[CH:66]=[CH:67][C:68]([CH:71]5[CH2:76][CH2:75][N:74]([CH2:77][C@@H:78]([OH:80])[CH3:79])[CH2:73][CH2:72]5)=[N:69][CH:70]=4)[CH:63]=3)[N:58](S(C3C=CC(C)=CC=3)(=O)=O)[CH:57]=2)[CH:53]=[N:52]1.[OH-].[Li+]. Product: [F:46][C:47]1[CH:48]=[C:49]([CH:91]=[CH:92][CH:93]=1)[CH2:50][N:51]1[CH:55]=[C:54]([C:56]2[C:64]3[C:59](=[N:60][CH:61]=[C:62]([C:65]4[CH:66]=[CH:67][C:68]([CH:71]5[CH2:72][CH2:73][N:74]([CH2:77][C@@H:78]([OH:80])[CH3:79])[CH2:75][CH2:76]5)=[N:69][CH:70]=4)[CH:63]=3)[NH:58][CH:57]=2)[CH:53]=[N:52]1. The catalyst class is: 87.